This data is from Catalyst prediction with 721,799 reactions and 888 catalyst types from USPTO. The task is: Predict which catalyst facilitates the given reaction. (1) Product: [CH2:29]([N:8]1[C:9]2[C:5](=[CH:4][CH:3]=[C:2]([Br:1])[CH:10]=2)[C:6]([C:11]#[N:12])=[CH:7]1)[C:30]1[CH:35]=[CH:34][CH:33]=[CH:32][CH:31]=1. The catalyst class is: 11. Reactant: [Br:1][C:2]1[CH:10]=[C:9]2[C:5]([C:6]([C:11]#[N:12])=[CH:7][NH:8]2)=[CH:4][CH:3]=1.C(P(CCCC)(CCCC)=CC#N)CCC.[CH2:29](O)[C:30]1[CH:35]=[CH:34][CH:33]=[CH:32][CH:31]=1. (2) Reactant: [C:1]([C:3]1[CH:8]=[CH:7][C:6]([CH:9]=[CH:10][C:11]([O:13][C:14]([CH3:17])([CH3:16])[CH3:15])=[O:12])=[CH:5][C:4]=1[CH3:18])#[N:2].[H][H]. Product: [C:1]([C:3]1[CH:8]=[CH:7][C:6]([CH2:9][CH2:10][C:11]([O:13][C:14]([CH3:16])([CH3:15])[CH3:17])=[O:12])=[CH:5][C:4]=1[CH3:18])#[N:2]. The catalyst class is: 78. (3) Reactant: [CH2:1]([N:3]1[C:7]2=[N:8][C:9]([CH2:32][CH3:33])=[C:10]([CH2:19][NH:20][C:21]([C:23]3[CH:24]=[C:25]([CH:29]=[CH:30][CH:31]=3)[C:26](O)=[O:27])=[O:22])[C:11]([NH:12][CH:13]3[CH2:18][CH2:17][O:16][CH2:15][CH2:14]3)=[C:6]2[CH:5]=[N:4]1)[CH3:2].Cl.[Br:35][C:36]1[C:37]([CH3:44])=[C:38]([CH2:42][NH2:43])[CH:39]=[CH:40][CH:41]=1.CN(C(ON1N=NC2C=CC=NC1=2)=[N+](C)C)C.F[P-](F)(F)(F)(F)F. Product: [Br:35][C:36]1[C:37]([CH3:44])=[C:38]([CH2:42][NH:43][C:26]([C:25]2[CH:29]=[CH:30][CH:31]=[C:23]([C:21]([NH:20][CH2:19][C:10]3[C:11]([NH:12][CH:13]4[CH2:18][CH2:17][O:16][CH2:15][CH2:14]4)=[C:6]4[CH:5]=[N:4][N:3]([CH2:1][CH3:2])[C:7]4=[N:8][C:9]=3[CH2:32][CH3:33])=[O:22])[CH:24]=2)=[O:27])[CH:39]=[CH:40][CH:41]=1. The catalyst class is: 2. (4) Reactant: [CH3:1][O:2][C:3](=[O:30])[C:4]1[CH:9]=[CH:8][C:7]([CH:10]=[CH:11][CH:12]([C:18]2[CH:27]=[C:26]3[C:21]([C:22]([CH3:29])([CH3:28])[CH2:23][CH2:24][NH:25]3)=[CH:20][CH:19]=2)[CH2:13][CH2:14][CH2:15][CH2:16][CH3:17])=[CH:6][CH:5]=1.[CH3:31][Si]([N-][Si](C)(C)C)(C)C.[Li+].CI. Product: [CH3:1][O:2][C:3](=[O:30])[C:4]1[CH:5]=[CH:6][C:7]([CH:10]=[CH:11][CH:12]([C:18]2[CH:27]=[C:26]3[C:21]([C:22]([CH3:29])([CH3:28])[CH2:23][CH2:24][N:25]3[CH3:31])=[CH:20][CH:19]=2)[CH2:13][CH2:14][CH2:15][CH2:16][CH3:17])=[CH:8][CH:9]=1. The catalyst class is: 1. (5) Reactant: [C:1]1([C:7]2[CH:8]=[C:9]3[C:13](=[C:14]([CH2:16][OH:17])[CH:15]=2)[NH:12][CH:11]=[C:10]3[CH:18]2[CH2:22][CH2:21][NH:20][CH2:19]2)[CH:6]=[CH:5][CH:4]=[CH:3][CH:2]=1.CCN(CC)CC.[C:30](O[C:30]([O:32][C:33]([CH3:36])([CH3:35])[CH3:34])=[O:31])([O:32][C:33]([CH3:36])([CH3:35])[CH3:34])=[O:31]. Product: [OH:17][CH2:16][C:14]1[CH:15]=[C:7]([C:1]2[CH:2]=[CH:3][CH:4]=[CH:5][CH:6]=2)[CH:8]=[C:9]2[C:13]=1[NH:12][CH:11]=[C:10]2[CH:18]1[CH2:22][CH2:21][N:20]([C:30]([O:32][C:33]([CH3:36])([CH3:35])[CH3:34])=[O:31])[CH2:19]1. The catalyst class is: 4.